This data is from Full USPTO retrosynthesis dataset with 1.9M reactions from patents (1976-2016). The task is: Predict the reactants needed to synthesize the given product. (1) Given the product [Cl:8][C:6]1[N:5]=[C:4]([S:9][CH2:10][C:11]2[CH:16]=[CH:15][CH:14]=[C:13]([F:17])[C:12]=2[F:18])[N:3]=[C:2]([C@@H:37]2[CH2:41][CH2:40][CH2:39][C@H:38]2[OH:42])[CH:7]=1, predict the reactants needed to synthesize it. The reactants are: Cl[C:2]1[CH:7]=[C:6]([Cl:8])[N:5]=[C:4]([S:9][CH2:10][C:11]2[CH:16]=[CH:15][CH:14]=[C:13]([F:17])[C:12]=2[F:18])[N:3]=1.FC1C(F)=CC=CC=1CSC1N=C(O)C=C(O)N=1.[C@@H:37]1(O)[CH2:41][CH2:40][CH2:39][C@H:38]1[OH:42].[H-].[Na+]. (2) Given the product [Br:1][C:2]1[CH:7]=[CH:6][C:5]([CH:8]2[CH2:9][CH2:10][N:11]([C:21]([O:23][C:24]([CH3:27])([CH3:26])[CH3:25])=[O:22])[CH2:12][CH2:13]2)=[CH:4][CH:3]=1, predict the reactants needed to synthesize it. The reactants are: [Br:1][C:2]1[CH:7]=[CH:6][C:5]([CH:8]2[CH2:13][CH2:12][NH:11][CH2:10][CH2:9]2)=[CH:4][CH:3]=1.CCN(CC)CC.[C:21](O[C:21]([O:23][C:24]([CH3:27])([CH3:26])[CH3:25])=[O:22])([O:23][C:24]([CH3:27])([CH3:26])[CH3:25])=[O:22]. (3) The reactants are: [Cl:1][C:2]1[C:3]2[N:10]([CH2:11][CH2:12][NH:13]C(=O)OC(C)(C)C)[CH:9]=[CH:8][C:4]=2[N:5]=[CH:6][N:7]=1.[Cl:21][C:22]1[CH:23]=[C:24]([CH:26]=[CH:27][C:28]=1[O:29][C:30]1[CH:35]=[CH:34][CH:33]=[C:32]([F:36])[CH:31]=1)[NH2:25].C(=O)([O-])O.[Na+]. Given the product [ClH:1].[ClH:21].[NH2:13][CH2:12][CH2:11][N:10]1[C:3]2[C:2]([NH:25][C:24]3[CH:26]=[CH:27][C:28]([O:29][C:30]4[CH:35]=[CH:34][CH:33]=[C:32]([F:36])[CH:31]=4)=[C:22]([Cl:21])[CH:23]=3)=[N:7][CH:6]=[N:5][C:4]=2[CH:8]=[CH:9]1, predict the reactants needed to synthesize it. (4) The reactants are: [CH3:1][C:2]1[CH:3]=[C:4]([CH:11]=[C:12]([CH3:14])[CH:13]=1)[O:5][CH2:6][C:7]([O:9][CH3:10])=[O:8].[Cl:15][S:16](O)(=[O:18])=[O:17]. Given the product [CH3:10][O:9][C:7](=[O:8])[CH2:6][O:5][C:4]1[CH:11]=[C:12]([CH3:14])[C:13]([S:16]([Cl:15])(=[O:18])=[O:17])=[C:2]([CH3:1])[CH:3]=1, predict the reactants needed to synthesize it. (5) The reactants are: C(N(C(C)C)CC=CC1C=CC=CC=1)(C)C.C1C(O)=CC=C(C)C=1.CS(O)(=O)=O.[OH:30][C:31]1[CH:36]=[CH:35][C:34]([CH3:37])=[CH:33][C:32]=1[CH:38]([C:48]1[CH:53]=[CH:52][CH:51]=[CH:50][CH:49]=1)[CH2:39][CH2:40][N:41]([CH:45]([CH3:47])[CH3:46])[CH:42]([CH3:44])[CH3:43]. Given the product [OH:30][C:31]1[CH:36]=[CH:35][C:34]([CH3:37])=[CH:33][C:32]=1[C@@H:38]([C:48]1[CH:49]=[CH:50][CH:51]=[CH:52][CH:53]=1)[CH2:39][CH2:40][N:41]([CH:45]([CH3:47])[CH3:46])[CH:42]([CH3:43])[CH3:44], predict the reactants needed to synthesize it. (6) Given the product [C:9]([C:8]([C:11]#[N:12])=[C:6]1[CH:7]=[C:2]([CH3:1])[N:27]([CH2:26][CH2:25][CH2:24][O:23][CH2:22][CH2:21][O:20][CH2:19][CH2:18][O:17][CH2:16][CH2:15][CH2:14][N:28]2[C:4]([CH3:13])=[CH:5][C:6](=[C:8]([C:9]#[N:10])[C:11]#[N:12])[CH:7]=[C:2]2[CH3:1])[C:4]([CH3:13])=[CH:5]1)#[N:10], predict the reactants needed to synthesize it. The reactants are: [CH3:1][C:2]1O[C:4]([CH3:13])=[CH:5][C:6](=[C:8]([C:11]#[N:12])[C:9]#[N:10])[CH:7]=1.[CH2:14]([NH2:28])[CH2:15][CH2:16][O:17][CH2:18][CH2:19][O:20][CH2:21][CH2:22][O:23][CH2:24][CH2:25][CH2:26][NH2:27]. (7) The reactants are: [C:1]([C:5]1[CH:10]=[CH:9][C:8]([S:11]([NH:14][C:15]2[CH:20]=[CH:19][C:18](I)=[CH:17][C:16]=2[C:22]2[N:26]([CH3:27])[C:25]([CH2:28][CH3:29])=[N:24][N:23]=2)(=[O:13])=[O:12])=[CH:7][CH:6]=1)([CH3:4])([CH3:3])[CH3:2].C(Cl)Cl.C(N(CC)CC)C.CN([CH:43]=[O:44])C.[CH3:45][OH:46]. Given the product [CH3:45][O:46][C:43](=[O:44])[C:18]1[CH:19]=[CH:20][C:15]([NH:14][S:11]([C:8]2[CH:9]=[CH:10][C:5]([C:1]([CH3:3])([CH3:4])[CH3:2])=[CH:6][CH:7]=2)(=[O:12])=[O:13])=[C:16]([C:22]2[N:26]([CH3:27])[C:25]([CH2:28][CH3:29])=[N:24][N:23]=2)[CH:17]=1, predict the reactants needed to synthesize it.